Dataset: hERG Central: cardiac toxicity at 1µM, 10µM, and general inhibition. Task: Predict hERG channel inhibition at various concentrations. (1) The drug is CCCCn1c(NCc2cccs2)nc2ccccc21. Results: hERG_inhib (hERG inhibition (general)): blocker. (2) The molecule is O=C(COC(=O)C1CCN(S(=O)(=O)c2cc([N+](=O)[O-])ccc2Cl)CC1)Nc1ncc(Cl)cc1Cl. Results: hERG_inhib (hERG inhibition (general)): blocker. (3) The molecule is CCOC(=O)CSc1ccc2nnc(-c3cccs3)n2n1. Results: hERG_inhib (hERG inhibition (general)): blocker. (4) The drug is COCCCn1c(=N)c(C(=O)NCC2CCCO2)cc2c(=O)n3cccc(C)c3nc21. Results: hERG_inhib (hERG inhibition (general)): blocker.